From a dataset of Forward reaction prediction with 1.9M reactions from USPTO patents (1976-2016). Predict the product of the given reaction. (1) Given the reactants F[C:2](F)(F)[C:3]([C:6]1[CH:11]=[CH:10][CH:9]=[C:8]([O:12][C@@H:13]2[CH2:18][CH2:17][C@@H:16]([CH3:19])[N:15]([C:20]([C:22]3[CH:27]=[CH:26][CH:25]=[CH:24][C:23]=3[N:28]3[N:32]=[CH:31][CH:30]=[N:29]3)=[O:21])[CH2:14]2)[CH:7]=1)([OH:5])C.O[C:36]1C=CC=C2[C:37]=1CCCC2=O.C(=O)([O-])[O-].[Cs+].[Cs+], predict the reaction product. The product is: [CH3:19][CH:16]1[N:15]([C:20](=[O:21])[C:22]2[CH:27]=[CH:26][CH:25]=[CH:24][C:23]=2[N:28]2[N:29]=[CH:30][CH:31]=[N:32]2)[CH2:14][CH:13]([O:12][C:8]2[CH:9]=[CH:10][CH:11]=[C:6]3[C:7]=2[CH2:36][CH2:37][CH2:2][C:3]3=[O:5])[CH2:18][CH2:17]1. (2) Given the reactants [CH3:1][C:2]([O:5][C:6]([N:8]1[CH2:13][CH:12]=[C:11](OS(C(F)(F)F)(=O)=O)[CH2:10][CH2:9]1)=[O:7])([CH3:4])[CH3:3].[CH3:22][C:23]1([CH3:39])[C:27]([CH3:29])([CH3:28])[O:26][B:25]([B:25]2[O:26][C:27]([CH3:29])([CH3:28])[C:23]([CH3:39])([CH3:22])[O:24]2)[O:24]1.C(O[K])(C)=O, predict the reaction product. The product is: [CH3:22][C:23]1([CH3:39])[C:27]([CH3:29])([CH3:28])[O:26][B:25]([C:11]2[CH2:10][CH2:9][N:8]([C:6]([O:5][C:2]([CH3:4])([CH3:3])[CH3:1])=[O:7])[CH2:13][CH:12]=2)[O:24]1. (3) Given the reactants [Cl:1][C:2]1[CH:25]=[CH:24][C:5]([CH2:6][NH:7][C:8]([C:10]2[C:11]([OH:23])=[C:12]3[CH:18]=[C:17]([CH2:19][CH2:20][CH2:21][OH:22])[S:16][C:13]3=[N:14][CH:15]=2)=[O:9])=[CH:4][CH:3]=1.C([O-])([O-])=O.[K+].[K+].Br.Br[CH2:34][CH2:35][N:36]([CH2:39][CH3:40])[CH2:37][CH3:38], predict the reaction product. The product is: [ClH:1].[Cl:1][C:2]1[CH:3]=[CH:4][C:5]([CH2:6][NH:7][C:8]([C:10]2[C:11](=[O:23])[C:12]3[CH:18]=[C:17]([CH2:19][CH2:20][CH2:21][OH:22])[S:16][C:13]=3[N:14]([CH2:34][CH2:35][N:36]([CH2:39][CH3:40])[CH2:37][CH3:38])[CH:15]=2)=[O:9])=[CH:24][CH:25]=1. (4) Given the reactants C1(P(C2C=CC=CC=2)C2C=CC=CC=2)C=CC=CC=1.[F:20][C:21]1[CH:26]=[CH:25][C:24]([C:27]2[S:28][CH:29]=[C:30]([C:32]3[CH:37]=[CH:36][C:35](Br)=[CH:34][CH:33]=3)[N:31]=2)=[CH:23][CH:22]=1.[CH3:39][N:40]([CH3:44])[CH2:41][C:42]#[CH:43], predict the reaction product. The product is: [F:20][C:21]1[CH:26]=[CH:25][C:24]([C:27]2[S:28][CH:29]=[C:30]([C:32]3[CH:37]=[CH:36][C:35]([CH2:43][C:42]#[C:41][N:40]([CH3:44])[CH3:39])=[CH:34][CH:33]=3)[N:31]=2)=[CH:23][CH:22]=1. (5) Given the reactants [CH3:1][N:2]1[CH2:7][CH2:6][N:5]([C:8]2[C:13]3[CH2:14][C@H:15]([NH:18][C:19](=[O:32])[C:20]4[CH:25]=[CH:24][C:23]([N:26]5[CH2:31][CH2:30][NH:29][CH2:28][CH2:27]5)=[CH:22][CH:21]=4)[CH2:16][O:17][C:12]=3[CH:11]=[CH:10][CH:9]=2)[CH2:4][CH2:3]1.[C:33](Cl)(=[O:35])[CH3:34], predict the reaction product. The product is: [CH3:1][N:2]1[CH2:3][CH2:4][N:5]([C:8]2[C:13]3[CH2:14][C@H:15]([NH:18][C:19](=[O:32])[C:20]4[CH:21]=[CH:22][C:23]([N:26]5[CH2:27][CH2:28][N:29]([C:33](=[O:35])[CH3:34])[CH2:30][CH2:31]5)=[CH:24][CH:25]=4)[CH2:16][O:17][C:12]=3[CH:11]=[CH:10][CH:9]=2)[CH2:6][CH2:7]1. (6) Given the reactants [C:1]([O:4][CH:5]1[CH2:19][CH2:18][C:8]2[O:9][C:10]3[C:15]([Cl:16])=[CH:14][C:13](Br)=[CH:12][C:11]=3[C:7]=2[CH2:6]1)(=[O:3])[CH3:2].[C:20]1([S:26]([O-:28])=[O:27])[CH:25]=[CH:24][CH:23]=[CH:22][CH:21]=1.[Na+].C(=O)([O-])[O-].[Cs+].[Cs+].CC1(C)C2C(=C(P(C3C=CC=CC=3)C3C=CC=CC=3)C=CC=2)OC2C(P(C3C=CC=CC=3)C3C=CC=CC=3)=CC=CC1=2, predict the reaction product. The product is: [C:1]([O:4][CH:5]1[CH2:19][CH2:18][C:8]2[O:9][C:10]3[C:15]([Cl:16])=[CH:14][C:13]([S:26]([C:20]4[CH:25]=[CH:24][CH:23]=[CH:22][CH:21]=4)(=[O:28])=[O:27])=[CH:12][C:11]=3[C:7]=2[CH2:6]1)(=[O:3])[CH3:2]. (7) The product is: [F:47][C:48]1[CH:49]=[C:50]([NH:51][C:41](=[O:43])[CH2:40][N:33]2[C:34]3[C:39](=[CH:38][CH:37]=[CH:36][CH:35]=3)[C:31]3([C:30](=[O:46])[NH:29][C:28](=[O:27])[NH:45]3)[C:32]2=[O:44])[CH:52]=[CH:53][C:54]=1[F:55]. Given the reactants C1(NC(=O)CN2C3C(=CC=CC=3)C3(C(=O)NC(=O)N3)C2=O)C=CC=CC=1.[O:27]=[C:28]1[NH:45][C:31]2([C:39]3[C:34](=[CH:35][CH:36]=[CH:37][CH:38]=3)[N:33]([CH2:40][C:41]([OH:43])=O)[C:32]2=[O:44])[C:30](=[O:46])[NH:29]1.[F:47][C:48]1[CH:49]=[C:50]([CH:52]=[CH:53][C:54]=1[F:55])[NH2:51].C(O)(C(F)(F)F)=O, predict the reaction product.